This data is from Catalyst prediction with 721,799 reactions and 888 catalyst types from USPTO. The task is: Predict which catalyst facilitates the given reaction. (1) Reactant: Cl[C:2]1[N:7]=[N:6][C:5]([C:8]2[CH:21]=[CH:20][C:11]3[N:12]=[C:13]([C:15]4[S:16][CH:17]=[CH:18][CH:19]=4)[O:14][C:10]=3[CH:9]=2)=[CH:4][CH:3]=1.C([O-])(=[O:24])C.[Na+].O. Product: [S:16]1[CH:17]=[CH:18][CH:19]=[C:15]1[C:13]1[O:14][C:10]2[CH:9]=[C:8]([C:5]3[CH:4]=[CH:3][C:2](=[O:24])[NH:7][N:6]=3)[CH:21]=[CH:20][C:11]=2[N:12]=1. The catalyst class is: 15. (2) Reactant: CC(C)([O-])C.[K+].[C:7]([CH2:9]P(=O)(OCC)OCC)#[N:8].O=[C:19]1[CH2:24][CH2:23][N:22]([C:25]([O:27][C:28]([CH3:31])([CH3:30])[CH3:29])=[O:26])[CH2:21][CH2:20]1. Product: [C:7]([CH:9]=[C:19]1[CH2:24][CH2:23][N:22]([C:25]([O:27][C:28]([CH3:31])([CH3:30])[CH3:29])=[O:26])[CH2:21][CH2:20]1)#[N:8]. The catalyst class is: 20. (3) Reactant: [Cl:1][C:2]1[CH:3]=[C:4]([CH:9]([CH2:13][CH:14]2[CH2:19][CH2:18][CH2:17][CH2:16][O:15]2)[C:10]([OH:12])=O)[CH:5]=[CH:6][C:7]=1[Cl:8].CN(C(ON1N=NC2C1=CC=CC=2)=[N+](C)C)C.F[P-](F)(F)(F)(F)F.C(N(CC)C(C)C)(C)C.[NH2:53][C:54]1[S:55][CH:56]=[CH:57][N:58]=1. Product: [Cl:1][C:2]1[CH:3]=[C:4]([CH:9]([CH2:13][CH:14]2[CH2:19][CH2:18][CH2:17][CH2:16][O:15]2)[C:10]([NH:53][C:54]2[S:55][CH:56]=[CH:57][N:58]=2)=[O:12])[CH:5]=[CH:6][C:7]=1[Cl:8]. The catalyst class is: 35. (4) Reactant: [CH3:1][CH2:2][C@@H:3]([C:5]([O:7][C@@H:8]1[C@@H:13]2[C@@H:14]([CH2:19][CH2:20][C@H:21]3[O:27][C:25](=[O:26])[CH2:24][C@H:23]([OH:28])[CH2:22]3)[C@@H:15]([CH3:18])[CH:16]=[CH:17][C:12]2=[CH:11][C@H:10]([CH3:29])[CH2:9]1)=[O:6])[CH3:4].[CH2:30]([NH2:37])[C:31]1[CH:36]=[CH:35][CH:34]=[CH:33][CH:32]=1. Product: [CH3:1][CH2:2][C@@H:3]([C:5]([O:7][C@@H:8]1[C@@H:13]2[C@@H:14]([CH2:19][CH2:20][C@H:21]3[O:27][C:25](=[O:26])[CH2:24][C@H:23]([OH:28])[CH2:22]3)[C@@H:15]([CH3:18])[CH:16]=[CH:17][C:12]2=[CH:11][C@H:10]([CH3:29])[CH2:9]1)=[O:6])[CH3:4].[CH2:30]([NH-:37])[C:31]1[CH:36]=[CH:35][CH:34]=[CH:33][CH:32]=1. The catalyst class is: 11.